This data is from Reaction yield outcomes from USPTO patents with 853,638 reactions. The task is: Predict the reaction yield, written as a fraction of the theoretical maximum amount of product (1.0 means a 100% yield; for example, 0.34 means a 34% yield). (1) The reactants are C(OC([N:8]1[CH2:11][C:10]([O:13][C:14]2[CH:19]=[C:18]([Br:20])[CH:17]=[CH:16][C:15]=2[O:21][CH2:22][CH2:23][C:24]2[CH:29]=[CH:28][CH:27]=[CH:26][CH:25]=2)([CH3:12])[CH2:9]1)=O)(C)(C)C.C(OC(N1CC(OC2C=C(Br)C=CC=2O)(C)C1)=O)(C)(C)C.BrCCC1C=CC=CC=1.C([O-])([O-])=O.[Cs+].[Cs+]. The catalyst is CN(C=O)C.O. The product is [Br:20][C:18]1[CH:17]=[CH:16][C:15]([O:21][CH2:22][CH2:23][C:24]2[CH:25]=[CH:26][CH:27]=[CH:28][CH:29]=2)=[C:14]([CH:19]=1)[O:13][C:10]1([CH3:12])[CH2:11][NH:8][CH2:9]1. The yield is 0.580. (2) The reactants are N12CCCN=C1CCCCC2.Cl.[NH2:13][CH2:14][C:15]1[CH:23]=[CH:22][CH:21]=[C:20]2[C:16]=1[C:17](=[O:33])[N:18]([CH:25]1[CH2:30][CH2:29][C:28](=[O:31])[NH:27][C:26]1=[O:32])[C:19]2=[O:24].[CH3:34][O:35][CH2:36][C:37](Cl)=[O:38]. The catalyst is CC#N. The product is [O:32]=[C:26]1[CH:25]([N:18]2[C:17](=[O:33])[C:16]3[C:20](=[CH:21][CH:22]=[CH:23][C:15]=3[CH2:14][NH:13][C:37](=[O:38])[CH2:36][O:35][CH3:34])[C:19]2=[O:24])[CH2:30][CH2:29][C:28](=[O:31])[NH:27]1. The yield is 0.660. (3) The reactants are [CH3:1][Si:2]([C:5]#[CH:6])([CH3:4])[CH3:3].Br[C:8]1[C:9]([NH2:15])=[N:10][CH:11]=[C:12]([Br:14])[N:13]=1.CN(C=O)C. The catalyst is CCOC(C)=O.O.[Cu]I.C1C=CC([P]([Pd]([P](C2C=CC=CC=2)(C2C=CC=CC=2)C2C=CC=CC=2)([P](C2C=CC=CC=2)(C2C=CC=CC=2)C2C=CC=CC=2)[P](C2C=CC=CC=2)(C2C=CC=CC=2)C2C=CC=CC=2)(C2C=CC=CC=2)C2C=CC=CC=2)=CC=1. The product is [Br:14][C:12]1[N:13]=[C:8]([C:6]#[C:5][Si:2]([CH3:4])([CH3:3])[CH3:1])[C:9]([NH2:15])=[N:10][CH:11]=1. The yield is 0.750. (4) The reactants are [Br:1][C:2]1[CH:3]=[C:4](NC2N=CC(N3CCN(C(OC(C)(C)C)=O)CC3)=CC=2)[C:5](=[O:9])[N:6]([CH3:8])[CH:7]=1.[NH2:30][C:31]1[N:36]=[CH:35][C:34]([N:37]2[C@@H:42]([CH3:43])[CH2:41][N:40]([C:44]([O:46][C:47]([CH3:50])([CH3:49])[CH3:48])=[O:45])[C@H:39]([CH3:51])[CH2:38]2)=[CH:33][CH:32]=1.BrC1C(=O)N(C)C=C(Br)C=1. No catalyst specified. The product is [Br:1][C:2]1[CH:3]=[C:4]([NH:30][C:31]2[N:36]=[CH:35][C:34]([N:37]3[C@@H:42]([CH3:43])[CH2:41][N:40]([C:44]([O:46][C:47]([CH3:49])([CH3:48])[CH3:50])=[O:45])[C@H:39]([CH3:51])[CH2:38]3)=[CH:33][CH:32]=2)[C:5](=[O:9])[N:6]([CH3:8])[CH:7]=1. The yield is 0.790. (5) The reactants are [Cl:1][C:2]1[CH:3]=[CH:4][C:5](I)=[C:6]([CH:14]=1)[C:7](N(CC)CC)=[O:8].C([Li])CCC.CCCCCC.[N:27]1[CH:32]=[CH:31][C:30]([C:33]2[S:34][C:35]3[CH2:41][CH2:40][CH2:39][C:38](=[O:42])[C:36]=3[CH:37]=2)=[CH:29][CH:28]=1. The catalyst is O1CCCC1.CCOC(C)=O. The product is [Cl:1][C:2]1[CH:3]=[CH:4][C:5]2[C:38]3([O:42][C:7](=[O:8])[C:6]=2[CH:14]=1)[C:36]1[CH:37]=[C:33]([C:30]2[CH:31]=[CH:32][N:27]=[CH:28][CH:29]=2)[S:34][C:35]=1[CH2:41][CH2:40][CH2:39]3. The yield is 0.770.